From a dataset of Forward reaction prediction with 1.9M reactions from USPTO patents (1976-2016). Predict the product of the given reaction. Given the reactants [CH2:1]([C@@:5]1([C:21]([O:23]C(C)(C)C)=[O:22])[CH2:9][C@@H:8]([C:10]2[O:14][N:13]=[C:12]([CH3:15])[N:11]=2)[C@H:7]([C:16]2[S:17][CH:18]=[CH:19][N:20]=2)[NH:6]1)[CH:2]([CH3:4])[CH3:3].[CH3:28][C:29]1[CH:30]=[C:31]([CH:35]=[CH:36][C:37]=1[C:38]([CH3:41])([CH3:40])[CH3:39])[C:32](Cl)=[O:33].C(N(CC)CC)C, predict the reaction product. The product is: [CH2:1]([C@@:5]1([C:21]([OH:23])=[O:22])[CH2:9][C@@H:8]([C:10]2[O:14][N:13]=[C:12]([CH3:15])[N:11]=2)[C@H:7]([C:16]2[S:17][CH:18]=[CH:19][N:20]=2)[N:6]1[C:32](=[O:33])[C:31]1[CH:35]=[CH:36][C:37]([C:38]([CH3:39])([CH3:40])[CH3:41])=[C:29]([CH3:28])[CH:30]=1)[CH:2]([CH3:4])[CH3:3].